Dataset: Tox21: 12 toxicity assays (nuclear receptors and stress response pathways). Task: Binary classification across 12 toxicity assays. (1) The drug is Nc1ccccc1O. It tested positive (active) for: NR-AhR (Aryl hydrocarbon Receptor agonist activity), SR-ARE (Antioxidant Response Element (oxidative stress)), and SR-MMP (Mitochondrial Membrane Potential disruption). (2) The molecule is CCCCCCCCCCCCCCCC[N+](C)(C)Cc1ccccc1. It tested positive (active) for: SR-MMP (Mitochondrial Membrane Potential disruption). (3) The compound is C[C@]12C=CC3=C4CCC(=O)C=C4CC[C@H]3[C@@H]1CC[C@@H]2O. It tested positive (active) for: NR-AR (Androgen Receptor agonist activity), NR-AR-LBD (Androgen Receptor Ligand Binding Domain agonist), NR-ER (Estrogen Receptor agonist activity), NR-ER-LBD (Estrogen Receptor Ligand Binding Domain agonist), and SR-ARE (Antioxidant Response Element (oxidative stress)). (4) The compound is COc1c2occc2c(OC)c2c(=O)cc(C)oc12. It tested positive (active) for: NR-AhR (Aryl hydrocarbon Receptor agonist activity). (5) The compound is CC1(C)C(C(=O)OC(C#N)c2cccc(Oc3ccccc3)c2)C1(C)C. It tested positive (active) for: NR-Aromatase (Aromatase enzyme inhibition). (6) The drug is C[n+]1c2cc(N)ccc2cc2ccc(N)cc21.Nc1ccc2cc3ccc(N)cc3nc2c1. It tested positive (active) for: NR-AhR (Aryl hydrocarbon Receptor agonist activity), NR-Aromatase (Aromatase enzyme inhibition), SR-MMP (Mitochondrial Membrane Potential disruption), and SR-p53 (p53 tumor suppressor activation).